This data is from Forward reaction prediction with 1.9M reactions from USPTO patents (1976-2016). The task is: Predict the product of the given reaction. (1) The product is: [Br:1][C:2]1[CH:30]=[CH:29][C:5]([CH2:6][C:7]2[O:8][C:9]([CH3:28])=[C:10]([CH3:27])[C:11]=2[C:12]([C:14]2[CH:19]=[CH:18][C:17]([OH:20])=[C:16]([CH:22]3[CH2:26][CH2:25][CH2:24][CH2:23]3)[CH:15]=2)=[O:13])=[CH:4][CH:3]=1. Given the reactants [Br:1][C:2]1[CH:30]=[CH:29][C:5]([CH2:6][C:7]2[O:8][C:9]([CH3:28])=[C:10]([CH3:27])[C:11]=2[C:12]([C:14]2[CH:19]=[CH:18][C:17]([O:20]C)=[C:16]([CH:22]3[CH2:26][CH2:25][CH2:24][CH2:23]3)[CH:15]=2)=[O:13])=[CH:4][CH:3]=1, predict the reaction product. (2) The product is: [NH2:29][C:18]1[CH:19]=[C:20]([C:26]([OH:28])=[O:27])[C:21]2[NH:22][C:23]3[C:14]([O:15][C:16]=2[CH:17]=1)=[CH:13][C:12]([CH2:11][CH2:10][CH2:9][C:4]1[CH:5]=[CH:6][C:7]([Cl:8])=[C:2]([Cl:1])[CH:3]=1)=[CH:25][CH:24]=3. Given the reactants [Cl:1][C:2]1[CH:3]=[C:4]([CH2:9][CH2:10][CH2:11][C:12]2[CH:13]=[C:14]3[C:23](=[CH:24][CH:25]=2)[NH:22][C:21]2[C:20]([C:26]([OH:28])=[O:27])=[CH:19][C:18]([N+:29]([O-])=O)=[CH:17][C:16]=2[O:15]3)[CH:5]=[CH:6][C:7]=1[Cl:8], predict the reaction product. (3) Given the reactants [CH3:1][O:2][C:3]1[CH:4]=[C:5]([CH:8]=[CH:9][C:10]=1[O:11][CH2:12][C:13]1[S:17][C:16]([C:18]2[CH:23]=[CH:22][CH:21]=[CH:20][CH:19]=2)=[N:15][C:14]=1[CH3:24])[CH:6]=[O:7].C(O)C.[BH4-].[Na+].O, predict the reaction product. The product is: [CH3:1][O:2][C:3]1[CH:4]=[C:5]([CH2:6][OH:7])[CH:8]=[CH:9][C:10]=1[O:11][CH2:12][C:13]1[S:17][C:16]([C:18]2[CH:19]=[CH:20][CH:21]=[CH:22][CH:23]=2)=[N:15][C:14]=1[CH3:24]. (4) Given the reactants [CH3:1][O:2][C:3]([C:5]1[S:9][C:8]([C:10]2[CH:15]=[CH:14][C:13]([Cl:16])=[CH:12][CH:11]=2)=[N:7][C:6]=1[CH2:17][CH2:18][OH:19])=[O:4].[Br-].[K+].Cl[O-].[Na+].C(=O)(O)[O-].[Na+], predict the reaction product. The product is: [CH3:1][O:2][C:3]([C:5]1[S:9][C:8]([C:10]2[CH:15]=[CH:14][C:13]([Cl:16])=[CH:12][CH:11]=2)=[N:7][C:6]=1[CH2:17][CH:18]=[O:19])=[O:4]. (5) Given the reactants [F:1][C:2]1[N:7]=[C:6]([C:8]2[CH:13]=[CH:12][N:11]=[C:10]3[N:14](S(C4C=CC=CC=4)(=O)=O)[C:15]([C:17]4[CH2:22][CH2:21][N:20]([C:23]([O:25][C:26]([CH3:29])([CH3:28])[CH3:27])=[O:24])[CH2:19][CH:18]=4)=[CH:16][C:9]=23)[CH:5]=[CH:4][CH:3]=1.[OH-].[Na+], predict the reaction product. The product is: [F:1][C:2]1[N:7]=[C:6]([C:8]2[CH:13]=[CH:12][N:11]=[C:10]3[NH:14][C:15]([C:17]4[CH2:22][CH2:21][N:20]([C:23]([O:25][C:26]([CH3:29])([CH3:28])[CH3:27])=[O:24])[CH2:19][CH:18]=4)=[CH:16][C:9]=23)[CH:5]=[CH:4][CH:3]=1. (6) Given the reactants [C:1]1([NH:7][C:8](=[O:35])[NH:9][C:10]2[CH:15]=[CH:14][C:13]([NH:16][S:17]([C:20]3[S:21][C:22]([C:25]4[N:29]([CH3:30])[N:28]=[C:27]([C:31]([F:34])([F:33])[F:32])[CH:26]=4)=[CH:23][CH:24]=3)(=[O:19])=[O:18])=[CH:12][CH:11]=2)[CH:6]=[CH:5][CH:4]=[CH:3][CH:2]=1.[C:36]([O:40][CH2:41][CH2:42][CH2:43]O)([CH3:39])([CH3:38])[CH3:37], predict the reaction product. The product is: [C:36]([O:40][CH2:41][CH2:42][CH2:43][N:16]([C:13]1[CH:14]=[CH:15][C:10]([NH:9][C:8]([NH:7][C:1]2[CH:2]=[CH:3][CH:4]=[CH:5][CH:6]=2)=[O:35])=[CH:11][CH:12]=1)[S:17]([C:20]1[S:21][C:22]([C:25]2[N:29]([CH3:30])[N:28]=[C:27]([C:31]([F:32])([F:34])[F:33])[CH:26]=2)=[CH:23][CH:24]=1)(=[O:18])=[O:19])([CH3:39])([CH3:38])[CH3:37].